This data is from Reaction yield outcomes from USPTO patents with 853,638 reactions. The task is: Predict the reaction yield, written as a fraction of the theoretical maximum amount of product (1.0 means a 100% yield; for example, 0.34 means a 34% yield). The reactants are [CH2:1]([NH:8][C:9]([C:11]1[C:15]([CH:16]([CH3:18])[CH3:17])=[C:14]([CH:19]=[O:20])[N:13]([C:21]2[CH:26]=[CH:25][C:24]([F:27])=[CH:23][CH:22]=2)[N:12]=1)=[O:10])[C:2]1[CH:7]=[CH:6][CH:5]=[CH:4][CH:3]=1.CO.[BH4-].[Na+]. The catalyst is C1COCC1. The product is [CH2:1]([NH:8][C:9]([C:11]1[C:15]([CH:16]([CH3:18])[CH3:17])=[C:14]([CH2:19][OH:20])[N:13]([C:21]2[CH:26]=[CH:25][C:24]([F:27])=[CH:23][CH:22]=2)[N:12]=1)=[O:10])[C:2]1[CH:3]=[CH:4][CH:5]=[CH:6][CH:7]=1. The yield is 0.870.